Dataset: Forward reaction prediction with 1.9M reactions from USPTO patents (1976-2016). Task: Predict the product of the given reaction. Given the reactants C([N:4]([CH:7](C)C)CC)(C)C.[N:10]1[CH:15]=[CH:14][N:13]=[CH:12][C:11]=1C(O)=O.C1([O:25]P(N=[N+]=[N-])(=O)OC2C=CC=CC=2)C=CC=CC=1.[CH2:38]([C@H:40]1[O:45][CH2:44][CH2:43][N:42]([C:46]2[CH:47]=[CH:48][C:49]3[N:55]4[CH2:56][C@H:52]([CH2:53][CH2:54]4)[NH:51][C:50]=3[N:57]=2)[CH2:41]1)[CH3:39], predict the reaction product. The product is: [CH2:38]([C@@H:40]1[CH2:41][N:42]([C:46]2[CH:47]=[CH:48][C:49]3[N:55]4[CH2:56][C@H:52]([CH2:53][CH2:54]4)[N:51]([C:7]([NH:4][C:11]4[CH:12]=[N:13][CH:14]=[CH:15][N:10]=4)=[O:25])[C:50]=3[N:57]=2)[CH2:43][CH2:44][O:45]1)[CH3:39].